Predict which catalyst facilitates the given reaction. From a dataset of Catalyst prediction with 721,799 reactions and 888 catalyst types from USPTO. (1) Reactant: Cl[C:2]1[C:7]([C:8]2[O:9][C:10]([CH3:13])=[CH:11][N:12]=2)=[CH:6][CH:5]=[C:4]([CH3:14])[N:3]=1.[CH2:15]([Sn](CCCC)(CCCC)C=C)[CH2:16]CC. Product: [CH:15]([C:2]1[C:7]([C:8]2[O:9][C:10]([CH3:13])=[CH:11][N:12]=2)=[CH:6][CH:5]=[C:4]([CH3:14])[N:3]=1)=[CH2:16]. The catalyst class is: 77. (2) Reactant: [CH3:1][C:2]1[N:3]=[CH:4][N:5]([C:7]2[CH:13]=[CH:12][C:10]([NH2:11])=[C:9]([N+:14]([O-])=O)[CH:8]=2)[CH:6]=1. Product: [NH2:14][C:9]1[CH:8]=[C:7]([N:5]2[CH:6]=[C:2]([CH3:1])[N:3]=[CH:4]2)[CH:13]=[CH:12][C:10]=1[NH2:11]. The catalyst class is: 94.